This data is from Reaction yield outcomes from USPTO patents with 853,638 reactions. The task is: Predict the reaction yield, written as a fraction of the theoretical maximum amount of product (1.0 means a 100% yield; for example, 0.34 means a 34% yield). (1) The reactants are Br[C:2]1[N:3]=[C:4]([CH:8]=[O:9])[N:5]([CH3:7])[CH:6]=1.C([Sn](CCCC)(CCCC)[C:15]1[S:16][CH:17]=[CH:18][CH:19]=1)CCC. The catalyst is C1C=CC([P]([Pd]([P](C2C=CC=CC=2)(C2C=CC=CC=2)C2C=CC=CC=2)([P](C2C=CC=CC=2)(C2C=CC=CC=2)C2C=CC=CC=2)[P](C2C=CC=CC=2)(C2C=CC=CC=2)C2C=CC=CC=2)(C2C=CC=CC=2)C2C=CC=CC=2)=CC=1.CN(C=O)C. The product is [CH3:7][N:5]1[CH:6]=[C:2]([C:15]2[S:16][CH:17]=[CH:18][CH:19]=2)[N:3]=[C:4]1[CH:8]=[O:9]. The yield is 0.510. (2) The reactants are Br[C:2]1[C:3]([F:8])=[N:4][CH:5]=[CH:6][CH:7]=1.[CH3:9][N:10]1[CH2:15][CH2:14][CH:13]=[CH:12][C:11]1=[O:16].C1(CNCC2CCCCC2)CCCCC1. The catalyst is CC(C)([P](C(C)(C)C)([Pd][P](C(C)(C)C)(C(C)(C)C)C(C)(C)C)C(C)(C)C)C.O1CCOCC1. The product is [F:8][C:3]1[C:2]([C:13]2[CH2:14][CH2:15][N:10]([CH3:9])[C:11](=[O:16])[CH:12]=2)=[CH:7][CH:6]=[CH:5][N:4]=1. The yield is 0.123. (3) The reactants are [C:1]1([N:7]2[C:11]3[CH:12]=[CH:13][CH:14]=[CH:15][C:10]=3[N:9]=[C:8]2[CH:16]([NH2:18])[CH3:17])[CH:6]=[CH:5][CH:4]=[CH:3][CH:2]=1.Cl[C:20]1[N:28]=[CH:27][N:26]=[C:25]2[C:21]=1[N:22]=[CH:23][NH:24]2.C(O)CCC. The catalyst is CO.C(Cl)(Cl)Cl. The product is [C:1]1([N:7]2[C:11]3[CH:12]=[CH:13][CH:14]=[CH:15][C:10]=3[N:9]=[C:8]2[CH:16]([NH:18][C:20]2[N:28]=[CH:27][N:26]=[C:25]3[C:21]=2[N:22]=[CH:23][NH:24]3)[CH3:17])[CH:2]=[CH:3][CH:4]=[CH:5][CH:6]=1. The yield is 0.600.